This data is from Full USPTO retrosynthesis dataset with 1.9M reactions from patents (1976-2016). The task is: Predict the reactants needed to synthesize the given product. (1) Given the product [ClH:48].[CH3:10][C:6]1[CH:7]=[CH:8][CH:9]=[C:4]([CH3:3])[C:5]=1/[CH:11]=[CH:12]/[CH:13]1[CH2:14][CH2:15][N:16]([C:19](=[O:28])[CH2:20][N:21]([CH3:29])[CH:22]2[CH2:23][CH2:24][O:25][CH2:26][CH2:27]2)[CH2:17][CH2:18]1, predict the reactants needed to synthesize it. The reactants are: C=O.[CH3:3][C:4]1[CH:9]=[CH:8][CH:7]=[C:6]([CH3:10])[C:5]=1/[CH:11]=[CH:12]/[CH:13]1[CH2:18][CH2:17][N:16]([C:19](=[O:28])[CH2:20][NH:21][CH:22]2[CH2:27][CH2:26][O:25][CH2:24][CH2:23]2)[CH2:15][CH2:14]1.[C:29](O[BH-](OC(=O)C)OC(=O)C)(=O)C.[Na+].C(=O)([O-])O.[Na+].[Cl:48]C(Cl)C. (2) The reactants are: [CH3:1][S:2](Cl)(=[O:4])=[O:3].[NH2:6][CH2:7][CH2:8][O:9][C:10]1[N:15]=[C:14]([C:16]([NH:18][O:19][CH3:20])=[O:17])[CH:13]=[C:12]([N:21]2[CH2:26][CH2:25][CH:24]([NH:27][C:28]([C:30]3[NH:31][C:32]([CH3:37])=[C:33]([Cl:36])[C:34]=3[Cl:35])=[O:29])[CH2:23][CH2:22]2)[N:11]=1. Given the product [Cl:35][C:34]1[C:33]([Cl:36])=[C:32]([CH3:37])[NH:31][C:30]=1[C:28]([NH:27][CH:24]1[CH2:23][CH2:22][N:21]([C:12]2[N:11]=[C:10]([O:9][CH2:8][CH2:7][NH:6][S:2]([CH3:1])(=[O:4])=[O:3])[N:15]=[C:14]([C:16]([NH:18][O:19][CH3:20])=[O:17])[CH:13]=2)[CH2:26][CH2:25]1)=[O:29], predict the reactants needed to synthesize it.